This data is from Full USPTO retrosynthesis dataset with 1.9M reactions from patents (1976-2016). The task is: Predict the reactants needed to synthesize the given product. Given the product [OH:2][C@:3]1([C@@H:22]2[CH2:26][S:25][C:24](=[O:27])[NH:23]2)[CH2:19][C@H:18]2[CH2:20][C@@H:5]([CH2:6][CH2:7][CH2:8][CH:9]=[CH:10][CH2:11][CH2:12][CH2:13][CH2:14][CH2:15][C:16](=[O:21])[O:17]2)[O:4]1, predict the reactants needed to synthesize it. The reactants are: C[O:2][C@:3]1([C@@H:22]2[CH2:26][S:25][C:24](=[O:27])[N:23]2CC2C=CC(OC)=CC=2)[CH2:19][C@H:18]2[CH2:20][C@@H:5]([CH2:6][CH2:7][CH2:8][CH:9]=[CH:10][CH2:11][CH2:12][CH2:13][CH2:14][CH2:15][C:16](=[O:21])[O:17]2)[O:4]1.CO[C@]1([C@@H]2CSC(=O)N2CC2C=CC(OC)=CC=2)C[C@H]2C[C@@H](CCCC=CCCC(C)=CC(=O)O2)O1.